From a dataset of Full USPTO retrosynthesis dataset with 1.9M reactions from patents (1976-2016). Predict the reactants needed to synthesize the given product. (1) The reactants are: [CH2:1]([N:3]([CH3:23])[S:4]([C:7]1[CH:12]=[CH:11][C:10](B2OC(C)(C)C(C)(C)O2)=[CH:9][C:8]=1[CH3:22])(=[O:6])=[O:5])[CH3:2].[NH2:24][C:25]1[C:26]([C:32]2[CH:33]=[C:34]3[C:39](=[CH:40][CH:41]=2)[C:38](=[O:42])[NH:37][CH2:36][CH2:35]3)=[N:27][C:28](Br)=[CH:29][N:30]=1.C([O-])([O-])=O.[Na+].[Na+]. Given the product [NH2:24][C:25]1[N:30]=[CH:29][C:28]([C:10]2[CH:11]=[CH:12][C:7]([S:4]([N:3]([CH2:1][CH3:2])[CH3:23])(=[O:5])=[O:6])=[C:8]([CH3:22])[CH:9]=2)=[N:27][C:26]=1[C:32]1[CH:33]=[C:34]2[C:39](=[CH:40][CH:41]=1)[C:38](=[O:42])[NH:37][CH2:36][CH2:35]2, predict the reactants needed to synthesize it. (2) Given the product [NH2:61][C:59]1[S:60][CH:47]=[C:46]([C:38]2[CH:37]=[C:36]([C:35]([F:50])([F:49])[F:34])[CH:41]=[C:40]([C:42]([F:45])([F:44])[F:43])[CH:39]=2)[N:58]=1, predict the reactants needed to synthesize it. The reactants are: [Br-].[Br-].[Br-].C1([N+](C)(C)C)C=CC=CC=1.C1([N+](C)(C)C)C=CC=CC=1.C1([N+](C)(C)C)C=CC=CC=1.[F:34][C:35]([F:50])([F:49])[C:36]1[CH:37]=[C:38]([C:46](=O)[CH3:47])[CH:39]=[C:40]([C:42]([F:45])([F:44])[F:43])[CH:41]=1.S([O-])([O-])(=O)=O.[Na+].[Na+].[NH2:58][C:59]([NH2:61])=[S:60].C(=O)([O-])O.[Na+]. (3) Given the product [F:23][C:20]1[CH:21]=[CH:22][C:17]([O:16][CH2:15][CH2:14][N:38]2[C:39](=[O:40])[N:35]([C:27]3[S:28][C:29]([C:30]([O:32][CH2:33][CH3:34])=[O:31])=[C:25]([CH3:24])[N:26]=3)[CH:36]=[N:37]2)=[CH:18][CH:19]=1, predict the reactants needed to synthesize it. The reactants are: FC(F)(F)C1C=CC(CBr)=CC=1.Br[CH2:14][CH2:15][O:16][C:17]1[CH:22]=[CH:21][C:20]([F:23])=[CH:19][CH:18]=1.[CH3:24][C:25]1[N:26]=[C:27]([N:35]2[C:39](=[O:40])[NH:38][N:37]=[CH:36]2)[S:28][C:29]=1[C:30]([O:32][CH2:33][CH3:34])=[O:31]. (4) Given the product [CH3:38][O:37][C:34]1[CH:33]=[CH:32][C:31]([CH2:30][N:8]([CH2:7][C:6]2[CH:5]=[CH:4][C:3]([O:2][CH3:1])=[CH:40][CH:39]=2)[C:9]2[N:10]=[CH:11][C:12]([C:15]3[C:16]4[CH2:29][CH2:28][N:27]([C:57]5[CH:56]=[C:44]([CH:43]=[CH:42][C:58]=5[CH3:59])[C:45]([NH:47][CH2:48][CH2:49][C:50]5[CH:51]=[N:52][CH:53]=[CH:54][CH:55]=5)=[O:46])[C:17]=4[N:18]=[C:19]([N:21]4[CH2:26][CH2:25][O:24][CH2:23][CH2:22]4)[N:20]=3)=[CH:13][N:14]=2)=[CH:36][CH:35]=1, predict the reactants needed to synthesize it. The reactants are: [CH3:1][O:2][C:3]1[CH:40]=[CH:39][C:6]([CH2:7][N:8]([CH2:30][C:31]2[CH:36]=[CH:35][C:34]([O:37][CH3:38])=[CH:33][CH:32]=2)[C:9]2[N:14]=[CH:13][C:12]([C:15]3[C:16]4[CH2:29][CH2:28][NH:27][C:17]=4[N:18]=[C:19]([N:21]4[CH2:26][CH2:25][O:24][CH2:23][CH2:22]4)[N:20]=3)=[CH:11][N:10]=2)=[CH:5][CH:4]=1.Br[C:42]1[CH:43]=[C:44]([CH:56]=[CH:57][C:58]=1[CH3:59])[C:45]([NH:47][CH2:48][CH2:49][C:50]1[CH:51]=[N:52][CH:53]=[CH:54][CH:55]=1)=[O:46]. (5) Given the product [O:19]=[S:11]1(=[O:20])[C:12]2[CH:18]=[CH:17][CH:16]=[CH:15][C:13]=2[NH:14][C:9]([C:6]2[C:7](=[O:8])[N:2]([N:1]=[CH:30][C:27]3[CH:28]=[CH:29][O:25][CH:26]=3)[C:3]3[CH:24]=[CH:23][S:22][C:4]=3[C:5]=2[OH:21])=[N:10]1, predict the reactants needed to synthesize it. The reactants are: [NH2:1][N:2]1[C:7](=[O:8])[C:6]([C:9]2[NH:14][C:13]3[CH:15]=[CH:16][CH:17]=[CH:18][C:12]=3[S:11](=[O:20])(=[O:19])[N:10]=2)=[C:5]([OH:21])[C:4]2[S:22][CH:23]=[CH:24][C:3]1=2.[O:25]1[CH:29]=[CH:28][C:27]([CH:30]=O)=[CH:26]1.